Predict the product of the given reaction. From a dataset of Forward reaction prediction with 1.9M reactions from USPTO patents (1976-2016). (1) The product is: [C:4]1([C@H:3]([NH:10][C:11]([C:13]2[CH:14]=[C:15]3[C:20](=[CH:21][CH:22]=2)[N:19]=[C:18]([NH:23][C:24]([C:26]2[C:27]([C:32]4[CH:33]=[CH:34][C:35]([C:38]([F:41])([F:39])[F:40])=[CH:36][CH:37]=4)=[CH:28][CH:29]=[CH:30][CH:31]=2)=[O:25])[CH:17]=[CH:16]3)=[O:12])[CH2:2][NH:1][C:42](=[O:45])[CH2:43][CH3:44])[CH:9]=[CH:8][CH:7]=[CH:6][CH:5]=1. Given the reactants [NH2:1][CH2:2][C@@H:3]([NH:10][C:11]([C:13]1[CH:14]=[C:15]2[C:20](=[CH:21][CH:22]=1)[N:19]=[C:18]([NH:23][C:24]([C:26]1[C:27]([C:32]3[CH:37]=[CH:36][C:35]([C:38]([F:41])([F:40])[F:39])=[CH:34][CH:33]=3)=[CH:28][CH:29]=[CH:30][CH:31]=1)=[O:25])[CH:17]=[CH:16]2)=[O:12])[C:4]1[CH:9]=[CH:8][CH:7]=[CH:6][CH:5]=1.[C:42](O)(=[O:45])[CH2:43][CH3:44].C(Cl)CCl.C1C=CC2N(O)N=NC=2C=1, predict the reaction product. (2) Given the reactants COC1C=C(CNCCC2(C3C=CC(F)=CC=3)CCOC(C)(C)C2)C=CC=1OC.[C:30]([CH:32]([C:37]1([C:48]2[CH:53]=[CH:52][C:51]([F:54])=[CH:50][CH:49]=2)[CH2:42][C:41]2([CH2:47][CH2:46][CH2:45]C[CH2:43]2)[O:40][CH2:39][CH2:38]1)C(OC)=O)#[N:31].C(C(C1(C2C=CC(F)=CC=2)CC2(CCCC2)OCC1)C(OC)=O)#N.FC1C=CC(C2(CC#N)CC3(CCCCC3)OCC2)=CC=1, predict the reaction product. The product is: [F:54][C:51]1[CH:50]=[CH:49][C:48]([C@@:37]2([CH2:32][C:30]#[N:31])[CH2:42][C:41]3([CH2:43][CH2:45][CH2:46][CH2:47]3)[O:40][CH2:39][CH2:38]2)=[CH:53][CH:52]=1. (3) Given the reactants [C:1]([O:5][C:6]([N:8]1[CH2:17][CH2:16][C:15]2[C:10](=[CH:11][CH:12]=[C:13]([CH2:18][OH:19])[CH:14]=2)[CH2:9]1)=[O:7])([CH3:4])([CH3:3])[CH3:2], predict the reaction product. The product is: [CH:18]([C:13]1[CH:14]=[C:15]2[C:10](=[CH:11][CH:12]=1)[CH2:9][N:8]([C:6]([O:5][C:1]([CH3:4])([CH3:3])[CH3:2])=[O:7])[CH2:17][CH2:16]2)=[O:19]. (4) Given the reactants [CH2:1]([N:8]1[CH2:12][CH2:11][C@@H:10]([NH2:13])[CH2:9]1)[C:2]1[CH:7]=[CH:6][CH:5]=[CH:4][CH:3]=1.[CH:14](=O)[C:15]1[CH:20]=[CH:19][CH:18]=[CH:17][CH:16]=1.C(O[BH-](OC(=O)C)OC(=O)C)(=O)C.[Na+].C(O)(=O)C, predict the reaction product. The product is: [CH2:14]([NH:13][C@@H:10]1[CH2:11][CH2:12][N:8]([CH2:1][C:2]2[CH:3]=[CH:4][CH:5]=[CH:6][CH:7]=2)[CH2:9]1)[C:15]1[CH:20]=[CH:19][CH:18]=[CH:17][CH:16]=1.